This data is from Forward reaction prediction with 1.9M reactions from USPTO patents (1976-2016). The task is: Predict the product of the given reaction. (1) Given the reactants C([O:8][C:9]1[CH:14]=[CH:13][CH:12]=[CH:11][C:10]=1[C:15](=[O:23])[CH2:16][P:17](=[O:22])([O:20]C)[O:18][CH3:19])C1C=CC=CC=1.C[Si](Br)(C)C.CC(C1C=C(C(C)C)C(S(Cl)(=O)=O)=C(C(C)C)C=1)C.CC1(C)[O:56][C@@H:55]2[C@@H:51]([C@@H:52](CO)[O:53][C@H:54]2[N:57]2[C:61]3[N:62]=[CH:63][N:64]=[C:65]([NH2:66])[C:60]=3[N:59]=[CH:58]2)[O:50]1, predict the reaction product. The product is: [CH2:54]([NH+:57]([CH2:16][CH3:15])[CH2:61][CH3:60])[CH3:55].[OH:20][P:17]([CH2:16][C:15](=[O:23])[C:10]1[CH:11]=[CH:12][CH:13]=[CH:14][C:9]=1[OH:8])([O:18][CH2:19][C@H:52]1[O:53][C@@H:54]([N:57]2[C:61]3[N:62]=[CH:63][N:64]=[C:65]([NH2:66])[C:60]=3[N:59]=[CH:58]2)[C@H:55]([OH:56])[C@@H:51]1[OH:50])=[O:22]. (2) Given the reactants C([O:5][N:6]=[C:7]1[C:16]2[C:11](=[CH:12][CH:13]=[C:14]([O:17][CH2:18][CH:19]([OH:22])[CH2:20][OH:21])[CH:15]=2)[O:10][C:9]([C:23]2[N:28]=[CH:27][N:26]3[CH:29]=[CH:30][CH:31]=[C:25]3[CH:24]=2)=[CH:8]1)(C)(C)C.FC(F)(F)C(O)=O, predict the reaction product. The product is: [OH:22][CH:19]([CH2:20][OH:21])[CH2:18][O:17][C:14]1[CH:15]=[C:16]2[C:11](=[CH:12][CH:13]=1)[O:10][C:9]([C:23]1[N:28]=[CH:27][N:26]3[CH:29]=[CH:30][CH:31]=[C:25]3[CH:24]=1)=[CH:8][C:7]2=[N:6][OH:5]. (3) Given the reactants Br[C:2]1[CH:3]=[C:4]([CH:19]=[CH:20][CH:21]=1)[C:5]([NH:7][C:8]1[CH:13]=[CH:12][C:11]([O:14][C:15]([F:18])([F:17])[F:16])=[CH:10][CH:9]=1)=[O:6].CC1(C)C(C)(C)OB([C:30]2[CH:31]=[C:32]([C:35]([O:37][CH3:38])=[O:36])[S:33][CH:34]=2)O1.C([O-])([O-])=O.[Na+].[Na+], predict the reaction product. The product is: [F:16][C:15]([F:18])([F:17])[O:14][C:11]1[CH:12]=[CH:13][C:8]([NH:7][C:5]([C:4]2[CH:3]=[C:2]([C:30]3[CH:31]=[C:32]([C:35]([O:37][CH3:38])=[O:36])[S:33][CH:34]=3)[CH:21]=[CH:20][CH:19]=2)=[O:6])=[CH:9][CH:10]=1. (4) Given the reactants [OH:1][C:2]1[CH:3]=[N:4][CH:5]=[C:6]([CH3:8])[CH:7]=1.C(N(CC)CC)C.[S:16](O[S:16]([C:19]([F:22])([F:21])[F:20])(=[O:18])=[O:17])([C:19]([F:22])([F:21])[F:20])(=[O:18])=[O:17], predict the reaction product. The product is: [F:20][C:19]([F:22])([F:21])[S:16]([O:1][C:2]1[CH:3]=[N:4][CH:5]=[C:6]([CH3:8])[CH:7]=1)(=[O:18])=[O:17].